Dataset: Reaction yield outcomes from USPTO patents with 853,638 reactions. Task: Predict the reaction yield, written as a fraction of the theoretical maximum amount of product (1.0 means a 100% yield; for example, 0.34 means a 34% yield). (1) The catalyst is [C-]#N.[Zn+2].[C-]#N.C1C=CC([P]([Pd]([P](C2C=CC=CC=2)(C2C=CC=CC=2)C2C=CC=CC=2)([P](C2C=CC=CC=2)(C2C=CC=CC=2)C2C=CC=CC=2)[P](C2C=CC=CC=2)(C2C=CC=CC=2)C2C=CC=CC=2)(C2C=CC=CC=2)C2C=CC=CC=2)=CC=1. The yield is 0.860. The product is [C:22]([C:2]1[C:11]([NH:12][CH:13]([CH2:16][CH3:17])[CH2:14][CH3:15])=[CH:10][C:5]([C:6]([O:8][CH3:9])=[O:7])=[C:4]([C:18]([F:21])([F:20])[F:19])[CH:3]=1)#[N:23]. The reactants are I[C:2]1[C:11]([NH:12][CH:13]([CH2:16][CH3:17])[CH2:14][CH3:15])=[CH:10][C:5]([C:6]([O:8][CH3:9])=[O:7])=[C:4]([C:18]([F:21])([F:20])[F:19])[CH:3]=1.[CH3:22][N:23](C=O)C. (2) The reactants are [C:1]([NH:8][CH2:9][CH2:10][CH2:11][CH2:12][C@@H:13]([C:32]([OH:34])=[O:33])[NH:14]C(OCC1C2C(=CC=CC=2)C2C1=CC=CC=2)=O)([O:3][C:4]([CH3:7])([CH3:6])[CH3:5])=[O:2].CN(C=O)C.C(=O)([O-])[O-].[Cs+].[Cs+].[CH3:46][O:47][C:48]1[CH:55]=[CH:54][C:51]([CH2:52]Cl)=[CH:50][CH:49]=1. The catalyst is CCCCCC.CCOC(C)=O. The product is [CH3:46][O:47][C:48]1[CH:55]=[CH:54][C:51]([CH2:52][O:34][C:32](=[O:33])[CH:13]([NH2:14])[CH2:12][CH2:11][CH2:10][CH2:9][NH:8][C:1]([O:3][C:4]([CH3:5])([CH3:6])[CH3:7])=[O:2])=[CH:50][CH:49]=1. The yield is 0.830. (3) The reactants are CCN(C(C)C)C(C)C.[OH:10][C:11]1[CH:12]=[CH:13][CH:14]=[C:15]2[C:20]=1[O:19][C:18](=[O:21])[C:17]([C:22]([OH:24])=O)=[CH:16]2.CN(C(ON1N=NC2C=CC=NC1=2)=[N+](C)C)C.F[P-](F)(F)(F)(F)F.[CH3:49][O:50][C:51]1[CH:56]=[CH:55][C:54]([C:57]2[CH:62]=[CH:61][CH:60]=[C:59]([NH2:63])[CH:58]=2)=[CH:53][C:52]=1[CH3:64]. The catalyst is CN(C=O)C. The product is [CH3:49][O:50][C:51]1[CH:56]=[CH:55][C:54]([C:57]2[CH:62]=[CH:61][CH:60]=[C:59]([NH:63][C:22]([C:17]3[C:18](=[O:21])[O:19][C:20]4[C:15]([CH:16]=3)=[CH:14][CH:13]=[CH:12][C:11]=4[OH:10])=[O:24])[CH:58]=2)=[CH:53][C:52]=1[CH3:64]. The yield is 0.610. (4) The yield is 0.100. The product is [NH3:2].[CH3:23][N:24]([CH:42]1[CH2:43][CH2:44][CH2:45][N:40]([CH3:39])[CH2:41]1)[C:25]1[O:26][C:27]2[CH:33]=[CH:32][C:31]([N+:34]([O-:36])=[O:35])=[CH:30][C:28]=2[N:29]=1. The catalyst is C(Cl)Cl.CN(C=O)C.O.C(OCC)(=O)C. The reactants are C[N:2]1CCCC(O)C1.C(N(C(C)C)CC)(C)C.CS(Cl)(=O)=O.[CH3:23][NH:24][C:25]1[O:26][C:27]2[CH:33]=[CH:32][C:31]([N+:34]([O-:36])=[O:35])=[CH:30][C:28]=2[N:29]=1.[H-].[Na+].[CH3:39][N:40]1[CH2:45][CH2:44][CH2:43][CH:42](OS(C)(=O)=O)[CH2:41]1. (5) The product is [CH2:3]([O:10][C:12]1[C:21]2[C:16](=[C:17]([CH3:24])[C:18]([O:22][CH3:23])=[CH:19][CH:20]=2)[N+:15]([O-:25])=[CH:14][CH:13]=1)[C:4]1[CH:9]=[CH:8][CH:7]=[CH:6][CH:5]=1. The catalyst is CN(C=O)C. The reactants are [H-].[Na+].[CH2:3]([OH:10])[C:4]1[CH:9]=[CH:8][CH:7]=[CH:6][CH:5]=1.Cl[C:12]1[C:21]2[C:16](=[C:17]([CH3:24])[C:18]([O:22][CH3:23])=[CH:19][CH:20]=2)[N+:15]([O-:25])=[CH:14][CH:13]=1.O. The yield is 0.590.